From a dataset of Catalyst prediction with 721,799 reactions and 888 catalyst types from USPTO. Predict which catalyst facilitates the given reaction. Reactant: C1(C[N:8]([CH2:23][CH:24]([CH:26]2[CH2:31][CH2:30][C:29]3[CH:32]=[C:33]([F:36])[CH:34]=[CH:35][C:28]=3[O:27]2)[OH:25])[CH2:9][CH:10]([CH:12]2[CH2:17][CH2:16][C:15]3[CH:18]=[C:19]([F:22])[CH:20]=[CH:21][C:14]=3[O:13]2)[OH:11])C=CC=CC=1.CO.C([O-])=O.[NH4+]. Product: [CH:34]1[C:33]([F:36])=[CH:32][C:29]2[CH2:30][CH2:31][CH:26]([CH:24]([OH:25])[CH2:23][NH:8][CH2:9][CH:10]([OH:11])[CH:12]3[O:13][C:14]4[CH:21]=[CH:20][C:19]([F:22])=[CH:18][C:15]=4[CH2:16][CH2:17]3)[O:27][C:28]=2[CH:35]=1. The catalyst class is: 386.